The task is: Predict the reaction yield, written as a fraction of the theoretical maximum amount of product (1.0 means a 100% yield; for example, 0.34 means a 34% yield).. This data is from Reaction yield outcomes from USPTO patents with 853,638 reactions. The reactants are [Br:1][C:2]1[CH:3]=[C:4]([C:9]2[CH:14]=[CH:13][CH:12]=[CH:11][N:10]=2)[N+:5]([O-])=[CH:6][CH:7]=1.P(Cl)(Cl)Cl. The catalyst is C(Cl)(Cl)Cl. The product is [Br:1][C:2]1[CH:7]=[CH:6][N:5]=[C:4]([C:9]2[CH:14]=[CH:13][CH:12]=[CH:11][N:10]=2)[CH:3]=1. The yield is 0.850.